This data is from Reaction yield outcomes from USPTO patents with 853,638 reactions. The task is: Predict the reaction yield, written as a fraction of the theoretical maximum amount of product (1.0 means a 100% yield; for example, 0.34 means a 34% yield). (1) The reactants are C([N:8]1[C:12]([NH:13][CH:14]2[CH2:19][CH2:18][O:17][CH2:16][CH2:15]2)=[CH:11][CH:10]=[N:9]1)C1C=CC=CC=1. The catalyst is [C].[Pd].C(O)C. The product is [O:17]1[CH2:16][CH2:15][CH:14]([NH:13][C:12]2[NH:8][N:9]=[CH:10][CH:11]=2)[CH2:19][CH2:18]1. The yield is 0.870. (2) The reactants are Cl.O1CCOCC1.C(OC([N:15]1[CH2:20][CH2:19][CH:18]([O:21][C:22]2[CH:27]=[CH:26][CH:25]=[CH:24][C:23]=2[C:28]([N:30]2[CH2:44][C:33]3=[C:34]4[N:39]([N:40]=[C:32]3[CH2:31]2)[C:38]([CH3:41])=[C:37]([Cl:42])[C:36]([CH3:43])=[N:35]4)=[O:29])[CH:17]([F:45])[CH2:16]1)=O)(C)(C)C. No catalyst specified. The product is [ClH:42].[Cl:42][C:37]1[C:36]([CH3:43])=[N:35][C:34]2[N:39]([N:40]=[C:32]3[CH2:31][N:30]([C:28]([C:23]4[CH:24]=[CH:25][CH:26]=[CH:27][C:22]=4[O:21][CH:18]4[CH2:19][CH2:20][NH:15][CH2:16][CH:17]4[F:45])=[O:29])[CH2:44][C:33]3=2)[C:38]=1[CH3:41]. The yield is 0.990. (3) The reactants are Cl[C:2](Cl)(Cl)[CH:3]([OH:5])O.S([O-])([O-])(=O)=O.[Na+].[Na+].[NH2:15][C:16]1[CH:24]=[CH:23][C:19]([C:20]([OH:22])=[O:21])=[C:18]([Cl:25])[CH:17]=1.Cl.Cl.[NH2:28][OH:29]. The catalyst is O. The product is [Cl:25][C:18]1[CH:17]=[C:16]([NH:15][C:3](=[O:5])[CH:2]=[N:28][OH:29])[CH:24]=[CH:23][C:19]=1[C:20]([OH:22])=[O:21]. The yield is 0.900. (4) The reactants are [CH3:1][O:2][C:3]1[CH:4]=[C:5]2[C:10](=[CH:11][C:12]=1[O:13][CH3:14])[N:9]=[CH:8][CH:7]=[C:6]2[O:15][C:16]1[C:22]([CH3:23])=[CH:21][C:19]([NH2:20])=[C:18]([CH3:24])[CH:17]=1.[C:25]1(C)C=C[CH:28]=[CH:27][CH:26]=1.ClC(Cl)([O:35][C:36](=O)[O:37]C(Cl)(Cl)Cl)Cl.C(=O)(O)[O-].[Na+]. The catalyst is C(Cl)Cl.C(O)CCC.C(N(CC)CC)C. The product is [CH3:1][O:2][C:3]1[CH:4]=[C:5]2[C:10](=[CH:11][C:12]=1[O:13][CH3:14])[N:9]=[CH:8][CH:7]=[C:6]2[O:15][C:16]1[C:22]([CH3:23])=[CH:21][C:19]([NH:20][C:36](=[O:35])[O:37][CH2:28][CH2:27][CH2:26][CH3:25])=[C:18]([CH3:24])[CH:17]=1. The yield is 0.940. (5) The reactants are OCC[C:4]1[CH:9]=[CH:8][CH:7]=[CH:6][C:5]=1[SH:10].[C:11]([O-:15])(=[O:14])[CH:12]=[CH2:13].[Cl-].N1C=CC=[CH:19][CH:18]=1. No catalyst specified. The product is [C:11]([O:15][CH2:18][CH2:19][S:10][C:5]1[CH:4]=[CH:9][CH:8]=[CH:7][CH:6]=1)(=[O:14])[CH:12]=[CH2:13]. The yield is 0.800. (6) The product is [Cl:1][C:2]1[CH:3]=[C:4]([NH:16][C:17]2[C:26]3[C:21](=[CH:22][C:23]([O:39][CH2:40][CH3:41])=[C:24]([NH:27][C:28](=[O:38])/[CH:29]=[CH:68]/[CH:63]4[CH2:64][CH2:65][CH2:66][CH2:67][N:62]4[CH3:61])[CH:25]=3)[N:20]=[CH:19][C:18]=2[C:42]#[N:43])[CH:5]=[CH:6][C:7]=1[O:8][CH2:9][C:10]1[CH:15]=[CH:14][CH:13]=[CH:12][N:11]=1. The catalyst is O1CCCC1. The reactants are [Cl:1][C:2]1[CH:3]=[C:4]([NH:16][C:17]2[C:26]3[C:21](=[CH:22][C:23]([O:39][CH2:40][CH3:41])=[C:24]([NH:27][C:28](=[O:38])[CH2:29]P(OCC)(OCC)=O)[CH:25]=3)[N:20]=[CH:19][C:18]=2[C:42]#[N:43])[CH:5]=[CH:6][C:7]=1[O:8][CH2:9][C:10]1[CH:15]=[CH:14][CH:13]=[CH:12][N:11]=1.C[Si]([N-][Si](C)(C)C)(C)C.[Li+].C1(C)C=CC=CC=1.[CH3:61][N:62]1[CH2:67][CH2:66][CH2:65][CH2:64][CH:63]1[CH:68]=O. The yield is 0.0490. (7) The product is [OH:2][C:6]1[CH:15]=[C:14]2[C:9]([C:10](=[O:16])[NH:11][CH:12]=[N:13]2)=[CH:8][CH:7]=1. The yield is 0.760. The catalyst is O.S(=O)(=O)(O)O.O. The reactants are N([O-])=[O:2].[Na+].N[C:6]1[CH:15]=[C:14]2[C:9]([C:10](=[O:16])[NH:11][CH:12]=[N:13]2)=[CH:8][CH:7]=1.